From a dataset of Full USPTO retrosynthesis dataset with 1.9M reactions from patents (1976-2016). Predict the reactants needed to synthesize the given product. (1) Given the product [CH3:21][O:20][C:15]1[C:16]([O:18][CH3:19])=[CH:17][C:12]2[O:11][C:10]([C:22]([NH:1][C:2]3[CH:7]=[CH:6][CH:5]=[CH:4][CH:3]=3)=[O:23])=[C:9]([CH3:8])[C:13]=2[CH:14]=1, predict the reactants needed to synthesize it. The reactants are: [NH2:1][C:2]1[CH:7]=[CH:6][CH:5]=[CH:4][CH:3]=1.[CH3:8][C:9]1[C:13]2[CH:14]=[C:15]([O:20][CH3:21])[C:16]([O:18][CH3:19])=[CH:17][C:12]=2[O:11][C:10]=1[C:22](O)=[O:23].C1CCC(N=C=NC2CCCCC2)CC1. (2) Given the product [NH:37]1[CH2:38][CH2:39][CH:34]([NH:33][CH2:28][CH2:27][CH2:26][O:25][C:21]2[CH:20]=[C:19]([CH2:18][C:17]([NH:16][C:13]3[S:12][C:11]([C:10]4[C:6]([NH2:5])=[N:7][O:8][N:9]=4)=[N:15][N:14]=3)=[O:30])[CH:24]=[CH:23][CH:22]=2)[CH2:35][CH2:36]1, predict the reactants needed to synthesize it. The reactants are: FC(F)(F)C([NH:5][C:6]1[C:10]([C:11]2[S:12][C:13]([NH:16][C:17](=[O:30])[CH2:18][C:19]3[CH:24]=[CH:23][CH:22]=[C:21]([O:25][CH2:26][CH2:27][CH2:28]Cl)[CH:20]=3)=[N:14][N:15]=2)=[N:9][O:8][N:7]=1)=O.[NH2:33][CH:34]1[CH2:39][CH2:38][N:37](C(OC(C)(C)C)=O)[CH2:36][CH2:35]1.CCO. (3) Given the product [CH:26]1([CH:29]([CH:30]2[CH2:32][CH2:31]2)[NH:33][S:22]([C:21]2[N:7]3[CH:8]=[CH:9][C:10]([C:12]([NH:13][C:14]4[CH:19]=[CH:18][CH:17]=[CH:16][CH:15]=4)=[O:20])=[CH:11][C:6]3=[N:5][C:4]=2[CH:1]([CH3:3])[CH3:2])(=[O:24])=[O:23])[CH2:28][CH2:27]1, predict the reactants needed to synthesize it. The reactants are: [CH:1]([C:4]1[N:5]=[C:6]2[CH:11]=[C:10]([C:12](=[O:20])[NH:13][C:14]3[CH:19]=[CH:18][CH:17]=[CH:16][CH:15]=3)[CH:9]=[CH:8][N:7]2[C:21]=1[S:22](Cl)(=[O:24])=[O:23])([CH3:3])[CH3:2].[CH:26]1([CH:29]([NH2:33])[CH:30]2[CH2:32][CH2:31]2)[CH2:28][CH2:27]1.C(N(CC)CC)C.C(Cl)(Cl)Cl. (4) Given the product [C:1]([O:5][C:6]([N:8]1[CH2:13][CH2:12][CH:11]([CH2:14][N:15]2[C:23]3[C:18](=[CH:19][CH:20]=[C:21]([N:24]4[C:42](=[O:58])[C:43]([CH3:44])([CH3:57])[N:45]([CH2:46][C:47]5[C:56]6[C:51](=[CH:52][CH:53]=[CH:54][CH:55]=6)[N:50]=[CH:49][CH:48]=5)[C:28]4=[O:29])[CH:22]=3)[C:17]([CH3:26])([CH3:25])[CH2:16]2)[CH2:10][CH2:9]1)=[O:7])([CH3:4])([CH3:2])[CH3:3], predict the reactants needed to synthesize it. The reactants are: [C:1]([O:5][C:6]([N:8]1[CH2:13][CH2:12][CH:11]([CH2:14][N:15]2[C:23]3[C:18](=[CH:19][CH:20]=[C:21]([NH2:24])[CH:22]=3)[C:17]([CH3:26])([CH3:25])[CH2:16]2)[CH2:10][CH2:9]1)=[O:7])([CH3:4])([CH3:3])[CH3:2].Cl[C:28](OC1C=CC([N+]([O-])=O)=CC=1)=[O:29].CO[C:42](=[O:58])[C:43]([CH3:57])([NH:45][CH2:46][C:47]1[C:56]2[C:51](=[CH:52][CH:53]=[CH:54][CH:55]=2)[N:50]=[CH:49][CH:48]=1)[CH3:44]. (5) Given the product [CH3:1][C@@H:2]1[CH2:8][NH:7][C:6]2[CH:21]=[CH:22][CH:23]=[CH:24][C:5]=2[CH2:4][N:3]1[C:25]([O:27][C:28]([CH3:29])([CH3:31])[CH3:30])=[O:26], predict the reactants needed to synthesize it. The reactants are: [CH3:1][C@@H:2]1[CH2:8][N:7](S(C2C=CC=CC=2[N+]([O-])=O)(=O)=O)[C:6]2[CH:21]=[CH:22][CH:23]=[CH:24][C:5]=2[CH2:4][N:3]1[C:25]([O:27][C:28]([CH3:31])([CH3:30])[CH3:29])=[O:26].C(=O)([O-])[O-].[K+].[K+].C1(S)C=CC=CC=1.O.